This data is from Reaction yield outcomes from USPTO patents with 853,638 reactions. The task is: Predict the reaction yield, written as a fraction of the theoretical maximum amount of product (1.0 means a 100% yield; for example, 0.34 means a 34% yield). (1) The reactants are [F:1][C:2]1[CH:10]=[CH:9][C:5]([C:6](Cl)=[O:7])=[CH:4][CH:3]=1.[Br:11][C:12]1[CH:18]=[CH:17][C:15]([NH2:16])=[CH:14][CH:13]=1.S(=O)(=O)(O)O.C(O)(=O)C. The catalyst is [Cl-].[Zn+2].[Cl-].O. The product is [NH2:16][C:15]1[CH:17]=[CH:18][C:12]([Br:11])=[CH:13][C:14]=1[C:6]([C:5]1[CH:9]=[CH:10][C:2]([F:1])=[CH:3][CH:4]=1)=[O:7]. The yield is 0.460. (2) The reactants are [CH3:1]C([O-])(C)C.[K+].[I-].C[P+](C1C=CC=CC=1)(C1C=CC=CC=1)C1C=CC=CC=1.[CH:28]1[C:33]([CH:34]=O)=[CH:32][C:31]2[O:36][CH2:37][O:38][C:30]=2[CH:29]=1. The catalyst is C1COCC1. The product is [CH:34]([C:33]1[CH:28]=[CH:29][C:30]2[O:38][CH2:37][O:36][C:31]=2[CH:32]=1)=[CH2:1]. The yield is 0.940.